From a dataset of Forward reaction prediction with 1.9M reactions from USPTO patents (1976-2016). Predict the product of the given reaction. (1) Given the reactants [OH:1][C:2]1[C:11]2[C:6](=[CH:7][CH:8]=[CH:9][CH:10]=2)[O:5][C:4](=[O:12])[CH:3]=1.C=O.[CH3:15][C:16]1(C)O[C:21](=O)[CH2:20][C:18](=[O:19])[O:17]1.C([O-])(=O)C.[NH4+], predict the reaction product. The product is: [CH2:16]([O:17][C:18](=[O:19])[CH2:20][CH2:21][C:3]1[C:4](=[O:12])[O:5][C:6]2[C:11]([C:2]=1[OH:1])=[CH:10][CH:9]=[CH:8][CH:7]=2)[CH3:15]. (2) Given the reactants [CH3:1][O:2][C:3]1[N:8]=[C:7](/[CH:9]=[CH:10]/[C:11]2[N:27]=[C:14]3[CH:15]([C:19]4[CH:24]=[CH:23][CH:22]=[CH:21][C:20]=4[CH2:25]O)[CH2:16][CH2:17][CH2:18][N:13]3[N:12]=2)[CH:6]=[CH:5][C:4]=1[N:28]1[CH:32]=[C:31]([CH3:33])[N:30]=[CH:29]1.CCN(S(F)(F)[F:40])CC.O.C(=O)(O)[O-].[Na+], predict the reaction product. The product is: [F:40][CH2:25][C:20]1[CH:21]=[CH:22][CH:23]=[CH:24][C:19]=1[CH:15]1[CH2:16][CH2:17][CH2:18][N:13]2[N:12]=[C:11](/[CH:10]=[CH:9]/[C:7]3[CH:6]=[CH:5][C:4]([N:28]4[CH:32]=[C:31]([CH3:33])[N:30]=[CH:29]4)=[C:3]([O:2][CH3:1])[N:8]=3)[N:27]=[C:14]12. (3) Given the reactants [C:1]([C:3]1[CH:4]=[C:5]2[C:10](=[CH:11][C:12]=1[O:13][C:14]1[CH:22]=[CH:21][C:17]([C:18](O)=[O:19])=[CH:16][CH:15]=1)[O:9][CH2:8][CH2:7][CH:6]2[C:23]([O:25][CH3:26])=[O:24])#[N:2].C(Cl)(=O)C(Cl)=O.[C:33]1([C:40]2[CH:45]=[CH:44][CH:43]=[CH:42][CH:41]=2)[CH:38]=[CH:37][CH:36]=[C:35]([NH2:39])[CH:34]=1.C(N(CC)CC)C, predict the reaction product. The product is: [C:33]1([C:40]2[CH:41]=[CH:42][CH:43]=[CH:44][CH:45]=2)[CH:38]=[CH:37][CH:36]=[C:35]([NH:39][C:18]([C:17]2[CH:16]=[CH:15][C:14]([O:13][C:12]3[CH:11]=[C:10]4[C:5]([CH:6]([C:23]([O:25][CH3:26])=[O:24])[CH2:7][CH2:8][O:9]4)=[CH:4][C:3]=3[C:1]#[N:2])=[CH:22][CH:21]=2)=[O:19])[CH:34]=1.